From a dataset of Serine/threonine kinase 33 screen with 319,792 compounds. Binary Classification. Given a drug SMILES string, predict its activity (active/inactive) in a high-throughput screening assay against a specified biological target. The molecule is FC(F)(F)Oc1ccc(NC(=O)c2cc3no[n+]([O-])c3cc2)cc1. The result is 0 (inactive).